Dataset: Forward reaction prediction with 1.9M reactions from USPTO patents (1976-2016). Task: Predict the product of the given reaction. (1) Given the reactants Cl.Cl.Cl.[NH2:4][C:5]1[CH:6]=[C:7]([CH2:11][CH2:12][C:13]2[CH:18]=[C:17]([NH:19][C:20]3[C:25]([CH3:26])=[CH:24][N:23]=[C:22](Cl)[N:21]=3)[CH:16]=[CH:15][C:14]=2[NH2:28])[CH:8]=[CH:9][CH:10]=1.Cl.O.[OH-].[Na+], predict the reaction product. The product is: [CH3:26][C:25]1[CH:24]=[N:23][C:22]2[NH:4][C:5]3[CH:10]=[CH:9][CH:8]=[C:7]([CH:6]=3)[CH2:11][CH2:12][C:13]3[CH:18]=[C:17]([NH:19][C:20]=1[N:21]=2)[CH:16]=[CH:15][C:14]=3[NH2:28]. (2) The product is: [Cl:1][C:2]1[N:3]=[CH:4][N:5]([C:8]2[CH:13]=[CH:12][C:11]([N+:14]([O-:16])=[O:15])=[CH:10][C:9]=2[O:17][CH3:18])[CH:6]=1. Given the reactants [Cl:1][C:2]1[N:3]=[CH:4][NH:5][CH:6]=1.Cl[C:8]1[CH:13]=[CH:12][C:11]([N+:14]([O-:16])=[O:15])=[CH:10][C:9]=1[O:17][CH3:18].[OH-].[K+].O, predict the reaction product.